Dataset: Forward reaction prediction with 1.9M reactions from USPTO patents (1976-2016). Task: Predict the product of the given reaction. (1) Given the reactants O=[C:2]1[CH2:7][CH2:6][N:5]([C:8]([O:10][C:11]([CH3:14])([CH3:13])[CH3:12])=[O:9])[CH2:4][CH:3]1[C:15]([O:17][CH3:18])=[O:16].[NH4+:19], predict the reaction product. The product is: [NH2:19][C:2]1[CH2:7][CH2:6][N:5]([C:8]([O:10][C:11]([CH3:14])([CH3:13])[CH3:12])=[O:9])[CH2:4][C:3]=1[C:15]([O:17][CH3:18])=[O:16]. (2) Given the reactants [Br:1][C:2]1[CH:10]=[C:9]2[C:5]([CH2:6][CH2:7][C:8]2=[O:11])=[CH:4][C:3]=1[O:12][CH3:13].C([O:18][N:19]=O)CCC, predict the reaction product. The product is: [Br:1][C:2]1[CH:10]=[C:9]2[C:5]([CH2:6][C:7](=[N:19][OH:18])[C:8]2=[O:11])=[CH:4][C:3]=1[O:12][CH3:13]. (3) Given the reactants C([O:3][CH2:4][CH2:5][CH2:6][N:7]1[C:12](=[O:13])[C:11]2[C:14]([CH2:30][CH2:31][CH:32]([CH3:34])[CH3:33])=[C:15]([O:18][C:19]3[CH:24]=[CH:23][CH:22]=[C:21]([O:25][C:26]([F:29])([F:28])[F:27])[CH:20]=3)[CH:16]=[N:17][C:10]=2[N:9]([CH3:35])[C:8]1=[O:36])=O.O[Li].O, predict the reaction product. The product is: [OH:3][CH2:4][CH2:5][CH2:6][N:7]1[C:12](=[O:13])[C:11]2[C:14]([CH2:30][CH2:31][CH:32]([CH3:34])[CH3:33])=[C:15]([O:18][C:19]3[CH:24]=[CH:23][CH:22]=[C:21]([O:25][C:26]([F:29])([F:28])[F:27])[CH:20]=3)[CH:16]=[N:17][C:10]=2[N:9]([CH3:35])[C:8]1=[O:36]. (4) Given the reactants [N+](C1C=CC([O:8][C:9]([P:11](=[O:20])([O:16][CH:17]([CH3:19])[CH3:18])[O:12][CH:13]([CH3:15])[CH3:14])=O)=CC=1)([O-])=O.[C:23]1([C:29]([NH:42][C@@H:43]([CH2:46][NH2:47])[CH2:44][OH:45])([C:36]2[CH:41]=[CH:40][CH:39]=[CH:38][CH:37]=2)[C:30]2[CH:35]=[CH:34][CH:33]=[CH:32][CH:31]=2)[CH:28]=[CH:27][CH:26]=[CH:25][CH:24]=1, predict the reaction product. The product is: [CH:13]([O:12][P:11]([C:9]([NH:47][CH2:46][C@H:43]([NH:42][C:29]([C:30]1[CH:35]=[CH:34][CH:33]=[CH:32][CH:31]=1)([C:36]1[CH:37]=[CH:38][CH:39]=[CH:40][CH:41]=1)[C:23]1[CH:24]=[CH:25][CH:26]=[CH:27][CH:28]=1)[CH2:44][OH:45])=[O:8])([O:16][CH:17]([CH3:19])[CH3:18])=[O:20])([CH3:15])[CH3:14]. (5) Given the reactants C[C@@H](PC)[C]1[C](P(C2C3C(=CC=CC=3)C=CC=2)C2C3C(=CC=CC=3)C=CC=2)[CH][CH][CH]1.[Cl:31][C:32]1[CH:33]=[C:34]([CH:53]=[CH:54][CH:55]=1)[CH2:35][C:36]1[C:45]2[C:40](=[CH:41][CH:42]=[C:43]([O:46][CH3:47])[CH:44]=2)[CH2:39][CH2:38][C:37]=1[NH:48][C:49](=[O:52])[CH2:50][CH3:51].[H][H], predict the reaction product. The product is: [Cl:31][C:32]1[CH:33]=[C:34]([CH:53]=[CH:54][CH:55]=1)[CH2:35][C@@H:36]1[C:45]2[C:40](=[CH:41][CH:42]=[C:43]([O:46][CH3:47])[CH:44]=2)[CH2:39][CH2:38][C@@H:37]1[NH:48][C:49](=[O:52])[CH2:50][CH3:51].